Dataset: Full USPTO retrosynthesis dataset with 1.9M reactions from patents (1976-2016). Task: Predict the reactants needed to synthesize the given product. (1) Given the product [CH2:1]([C:3]1[CH:4]=[C:5]([NH:11][C:19](=[O:20])[CH3:14])[CH:6]=[CH:7][C:8]=1[O:9][CH3:10])[CH3:2], predict the reactants needed to synthesize it. The reactants are: [CH2:1]([C:3]1[CH:4]=[C:5]([NH2:11])[CH:6]=[CH:7][C:8]=1[O:9][CH3:10])[CH3:2].C([C:14]1C=C(CC(N)=O)C=C[C:19]=1[O:20]C)C. (2) Given the product [CH2:19]([N:8]1[C:9]2[C:5](=[CH:4][C:3]([O:2][CH3:1])=[CH:11][CH:10]=2)[CH:6]=[N:7]1)[CH:20]([CH3:22])[CH3:21], predict the reactants needed to synthesize it. The reactants are: [CH3:1][O:2][C:3]1[CH:4]=[C:5]2[C:9](=[CH:10][CH:11]=1)[NH:8][N:7]=[CH:6]2.C([O-])([O-])=O.[K+].[K+].Br[CH2:19][CH:20]([CH3:22])[CH3:21]. (3) Given the product [FH:12].[F-:12].[CH2:2]([N+:4]1([CH2:9][O:10][CH3:11])[CH2:8][CH2:7][CH2:6][CH2:5]1)[CH3:3], predict the reactants needed to synthesize it. The reactants are: [Cl-].[CH2:2]([N+:4]1([CH2:9][O:10][CH3:11])[CH2:8][CH2:7][CH2:6][CH2:5]1)[CH3:3].[FH:12]. (4) Given the product [NH2:1][C:2]1[C:11]2[CH:10]=[N:9][C:8]([S:12][CH3:13])=[N:7][C:6]=2[N:5]([CH:14]2[CH2:17][CH2:16][CH2:15]2)[C:4](=[O:18])[C:3]=1[C:20]1[CH:25]=[CH:24][CH:23]=[CH:22][CH:21]=1, predict the reactants needed to synthesize it. The reactants are: [NH2:1][C:2]1[C:11]2[CH:10]=[N:9][C:8]([S:12][CH3:13])=[N:7][C:6]=2[N:5]([CH:14]2[CH2:17][CH2:16][CH2:15]2)[C:4](=[O:18])[C:3]=1Br.[C:20]1(B(O)O)[CH:25]=[CH:24][CH:23]=[CH:22][CH:21]=1.C(=O)([O-])[O-].[Cs+].[Cs+].C([O-])(O)=O.[Na+]. (5) Given the product [C:4]([Si:1]([CH3:3])([CH3:2])[O:8][Si:14]([N:26]([CH2:27][CH2:28][CH2:29][CH3:30])[CH2:22][CH2:23][CH2:24][CH3:25])([CH3:15])[CH:13]=[CH2:12])([CH3:7])([CH3:6])[CH3:5], predict the reactants needed to synthesize it. The reactants are: [Si:1]([OH:8])([C:4]([CH3:7])([CH3:6])[CH3:5])([CH3:3])[CH3:2].ClC([CH:12]=[CH:13][SiH3:14])Cl.[CH2:15](N(CC)CC)C.[CH2:22]([NH:26][CH2:27][CH2:28][CH2:29][CH3:30])[CH2:23][CH2:24][CH3:25]. (6) Given the product [CH2:1]([N:8]1[CH:9]=[CH:10][O:11][C:13](=[O:14])[CH:12]1[C:16]1[CH:21]=[CH:20][C:19]([F:22])=[CH:18][CH:17]=1)[C:2]1[CH:7]=[CH:6][CH:5]=[CH:4][CH:3]=1, predict the reactants needed to synthesize it. The reactants are: [CH2:1]([N:8]([CH:12]([C:16]1[CH:21]=[CH:20][C:19]([F:22])=[CH:18][CH:17]=1)[C:13](N)=[O:14])[CH2:9][CH2:10][OH:11])[C:2]1[CH:7]=[CH:6][CH:5]=[CH:4][CH:3]=1.C(O)(=O)[C@@H]([C@H](C(O)=O)O)O. (7) Given the product [OH:16][C@H:12]([C:10]1[CH:9]=[CH:8][C:6]([OH:7])=[C:5]([CH2:4][OH:3])[CH:11]=1)[CH2:13][NH:14][CH2:18][CH2:19][C:20]1[CH:21]=[C:22]([CH:39]=[CH:40][CH:41]=1)[CH2:23][O:24][CH2:25][CH2:26][CH2:27][CH2:28][C:29]1[CH:30]=[C:31]([S:35]([NH2:38])(=[O:37])=[O:36])[CH:32]=[CH:33][CH:34]=1, predict the reactants needed to synthesize it. The reactants are: CC1(C)[O:7][C:6]2[CH:8]=[CH:9][C:10]([C@H:12]3[O:16]C(=O)[N:14]([CH2:18][CH2:19][C:20]4[CH:21]=[C:22]([CH:39]=[CH:40][CH:41]=4)[CH2:23][O:24][CH2:25][CH2:26][CH2:27][CH2:28][C:29]4[CH:30]=[C:31]([S:35]([NH2:38])(=[O:37])=[O:36])[CH:32]=[CH:33][CH:34]=4)[CH2:13]3)=[CH:11][C:5]=2[CH2:4][O:3]1.C[Si](C)(C)[O-].[K+].CO. (8) Given the product [Cl:1][C:2]1[CH:7]=[C:6]([CH2:8][OH:9])[CH:5]=[N:4][C:3]=1[N:18]1[CH2:23][CH2:22][N:21]([C:24]2[NH:25][C:26]([C:37]3[CH:38]=[CH:39][C:40]([C:43]([F:46])([F:44])[F:45])=[CH:41][CH:42]=3)=[C:27]([C:29]3[CH:34]=[CH:33][C:32]([F:35])=[C:31]([F:36])[CH:30]=3)[N:28]=2)[C@H:20]([CH3:47])[CH2:19]1, predict the reactants needed to synthesize it. The reactants are: [Cl:1][C:2]1[C:3]([N:18]2[CH2:23][CH2:22][N:21]([C:24]3[NH:25][C:26]([C:37]4[CH:42]=[CH:41][C:40]([C:43]([F:46])([F:45])[F:44])=[CH:39][CH:38]=4)=[C:27]([C:29]4[CH:34]=[CH:33][C:32]([F:35])=[C:31]([F:36])[CH:30]=4)[N:28]=3)[C@H:20]([CH3:47])[CH2:19]2)=[N:4][CH:5]=[C:6]([CH2:8][O:9]COCC[Si](C)(C)C)[CH:7]=1. (9) Given the product [C:14]([C:11]1[CH:10]=[C:9]([CH:6]=[CH:29][C:28]=1[OH:27])[C:13]([NH:17][NH:16][C:14]([C:11]1[O:12][CH:13]=[C:9]([C:6]2[CH:5]=[CH:4][C:3]([O:2][CH3:1])=[CH:8][CH:7]=2)[C:10]=1[C:18]1[CH:23]=[CH:22][CH:21]=[CH:20][CH:19]=1)=[O:15])=[O:12])#[N:16], predict the reactants needed to synthesize it. The reactants are: [CH3:1][O:2][C:3]1[CH:8]=[CH:7][C:6]([C:9]2[C:10]([C:18]3[CH:23]=[CH:22][CH:21]=[CH:20][CH:19]=3)=[C:11]([C:14]([NH:16][NH2:17])=[O:15])[O:12][CH:13]=2)=[CH:5][CH:4]=1.C([O:27][CH2:28][CH3:29])(=O)C.